Predict which catalyst facilitates the given reaction. From a dataset of Catalyst prediction with 721,799 reactions and 888 catalyst types from USPTO. (1) Reactant: [Br:1][C:2]1[CH:11]=[CH:10][CH:9]=[C:8]2[C:3]=1[CH2:4][CH2:5][O:6][CH:7]2[C:12](O)=[O:13]. Product: [Br:1][C:2]1[CH:11]=[CH:10][CH:9]=[C:8]2[C:3]=1[CH2:4][CH2:5][O:6][CH:7]2[CH2:12][OH:13]. The catalyst class is: 1. (2) Reactant: [CH2:1]1[C:4]2([CH2:9][CH2:8][NH:7][CH2:6][CH2:5]2)[CH2:3][CH:2]1[CH2:10][NH:11][C:12]([C:14]1[C:15]([NH:26][CH2:27][C:28]2[CH:33]=[CH:32][C:31]([O:34][CH3:35])=[C:30]([Cl:36])[CH:29]=2)=[N:16][C:17]([N:20]2[CH2:25][CH:24]3[CH:22]([CH2:23]3)[CH2:21]2)=[N:18][CH:19]=1)=[O:13].[CH2:37]=O.[BH4-].[Na+]. Product: [CH:22]12[CH2:23][CH:24]1[CH2:25][N:20]([C:17]1[N:16]=[C:15]([NH:26][CH2:27][C:28]3[CH:33]=[CH:32][C:31]([O:34][CH3:35])=[C:30]([Cl:36])[CH:29]=3)[C:14]([C:12]([NH:11][CH2:10][CH:2]3[CH2:3][C:4]4([CH2:5][CH2:6][N:7]([CH3:37])[CH2:8][CH2:9]4)[CH2:1]3)=[O:13])=[CH:19][N:18]=1)[CH2:21]2. The catalyst class is: 5. (3) Reactant: FC(F)(F)C(O)=O.C(OC(=O)[NH:14][C@H:15]([CH2:33][C:34]1[CH:39]=[CH:38][C:37]([O:40][CH3:41])=[CH:36][CH:35]=1)[C:16]([N:18]1[CH2:21][C:20]([CH:27]2[CH2:32][CH2:31][CH2:30][CH2:29][CH2:28]2)([CH2:22][CH2:23][CH2:24][CH2:25][CH3:26])[CH2:19]1)=[O:17])(C)(C)C. Product: [NH2:14][C@H:15]([CH2:33][C:34]1[CH:35]=[CH:36][C:37]([O:40][CH3:41])=[CH:38][CH:39]=1)[C:16]([N:18]1[CH2:21][C:20]([CH:27]2[CH2:32][CH2:31][CH2:30][CH2:29][CH2:28]2)([CH2:22][CH2:23][CH2:24][CH2:25][CH3:26])[CH2:19]1)=[O:17]. The catalyst class is: 4. (4) Reactant: [CH3:1][C:2]1[NH:3][C:4](=[O:26])[C:5]([CH2:11][C:12]2[CH:17]=[CH:16][C:15]([C:18]3[C:19]([C:24]#[N:25])=[CH:20][CH:21]=[CH:22][CH:23]=3)=[CH:14][CH:13]=2)=[C:6]([CH2:8][CH2:9][CH3:10])[N:7]=1.[H-].[Na+].CN(C)C=O.Br[CH2:35][C:36]1[CH:45]=[CH:44][CH:43]=[CH:42][C:37]=1[C:38]([O:40][CH3:41])=[O:39]. Product: [C:24]([C:19]1[CH:20]=[CH:21][CH:22]=[CH:23][C:18]=1[C:15]1[CH:16]=[CH:17][C:12]([CH2:11][C:5]2[C:4](=[O:26])[N:3]([CH2:35][C:36]3[CH:45]=[CH:44][CH:43]=[CH:42][C:37]=3[C:38]([O:40][CH3:41])=[O:39])[C:2]([CH3:1])=[N:7][C:6]=2[CH2:8][CH2:9][CH3:10])=[CH:13][CH:14]=1)#[N:25]. The catalyst class is: 13. (5) Reactant: C(OC([N:8]1[CH2:13][CH2:12][N:11]([C:14](=[O:22])[C:15]2[CH:20]=[CH:19][CH:18]=[CH:17][C:16]=2[F:21])[CH2:10][CH2:9]1)=O)(C)(C)C.[ClH:23].O1CCOCC1. Product: [ClH:23].[F:21][C:16]1[CH:17]=[CH:18][CH:19]=[CH:20][C:15]=1[C:14]([N:11]1[CH2:10][CH2:9][NH:8][CH2:13][CH2:12]1)=[O:22]. The catalyst class is: 4. (6) Reactant: C(=O)([O-])[O-].[K+].[K+].[CH:7]1([C:12]([C:14]2[CH:19]=[CH:18][C:17]([OH:20])=[C:16]([CH3:21])[C:15]=2[OH:22])=[O:13])[CH2:11][CH2:10][CH2:9][CH2:8]1.[C:23]([C:25]1[CH:32]=[CH:31][C:28]([CH2:29]Br)=[CH:27][CH:26]=1)#[N:24]. Product: [CH:7]1([C:12]([C:14]2[CH:19]=[CH:18][C:17]([O:20][CH2:29][C:28]3[CH:31]=[CH:32][C:25]([C:23]#[N:24])=[CH:26][CH:27]=3)=[C:16]([CH3:21])[C:15]=2[OH:22])=[O:13])[CH2:8][CH2:9][CH2:10][CH2:11]1. The catalyst class is: 21.